Dataset: Catalyst prediction with 721,799 reactions and 888 catalyst types from USPTO. Task: Predict which catalyst facilitates the given reaction. (1) Reactant: Cl[C:2]1[N:11]=[C:10]([NH:12][CH2:13][CH:14]([C:20]2[CH:25]=[CH:24][CH:23]=[CH:22][N:21]=2)[C:15]2[NH:16][CH:17]=[CH:18][CH:19]=2)[C:9]2[C:4](=[CH:5][CH:6]=[CH:7][CH:8]=2)[N:3]=1.[CH3:26][N:27]([CH3:37])[C:28]1[CH:33]=[CH:32][C:31](B(O)O)=[CH:30][CH:29]=1.C1(C(C2C=CC=CN=2)CNC2C3C(=CC=CC=3)N=C(C3C=CC(NS(C)(=O)=O)=CC=3)N=2)C=CC=CC=1. Product: [CH3:26][N:27]([CH3:37])[C:28]1[CH:33]=[CH:32][C:31]([C:2]2[N:11]=[C:10]([NH:12][CH2:13][CH:14]([C:20]3[CH:25]=[CH:24][CH:23]=[CH:22][N:21]=3)[C:15]3[NH:16][CH:17]=[CH:18][CH:19]=3)[C:9]3[C:4](=[CH:5][CH:6]=[CH:7][CH:8]=3)[N:3]=2)=[CH:30][CH:29]=1. The catalyst class is: 147. (2) Reactant: [C:1]([Br:5])(Br)(Br)Br.[Cl:6][C:7]1[CH:8]=[C:9](CO)[CH:10]=[N:11][C:12]=1[Cl:13].C1C=CC(P(C2C=CC=CC=2)C2C=CC=CC=2)=CC=1. Product: [Br:5][CH2:1][C:9]1[CH:8]=[C:7]([Cl:6])[C:12]([Cl:13])=[N:11][CH:10]=1. The catalyst class is: 23. (3) Reactant: [F:1][C:2]1[CH:10]=[CH:9][C:5]([C:6](O)=[O:7])=[C:4]([NH:11][C:12]2[CH:17]=[CH:16][CH:15]=[CH:14][CH:13]=2)[CH:3]=1.Cl.[CH3:19][NH:20][O:21][CH3:22].C(N(CC)CC)C. Product: [F:1][C:2]1[CH:10]=[CH:9][C:5]([C:6]([N:20]([O:21][CH3:22])[CH3:19])=[O:7])=[C:4]([NH:11][C:12]2[CH:17]=[CH:16][CH:15]=[CH:14][CH:13]=2)[CH:3]=1. The catalyst class is: 39. (4) Reactant: Br[C:2]1[CH:3]=[C:4]([CH2:7][CH:8]2[CH2:10][CH2:9]2)[S:5][CH:6]=1.[O:11]=[S:12]1(=[O:39])[CH2:17][CH2:16][CH:15]([C:18]2[C:26]3[C:21](=[C:22]([C:36]([NH2:38])=[O:37])[CH:23]=[C:24](B4OC(C)(C)C(C)(C)O4)[CH:25]=3)[NH:20][CH:19]=2)[CH2:14][CH2:13]1.C([O-])([O-])=O.[K+].[K+].C(Cl)Cl. Product: [CH:8]1([CH2:7][C:4]2[S:5][CH:6]=[C:2]([C:24]3[CH:25]=[C:26]4[C:21](=[C:22]([C:36]([NH2:38])=[O:37])[CH:23]=3)[NH:20][CH:19]=[C:18]4[CH:15]3[CH2:14][CH2:13][S:12](=[O:11])(=[O:39])[CH2:17][CH2:16]3)[CH:3]=2)[CH2:10][CH2:9]1. The catalyst class is: 38. (5) Reactant: O[N:2]=[C:3]([C:5]1[CH:6]=[C:7]([CH:12]=[CH:13][C:14]=1[CH3:15])[C:8]([O:10][CH3:11])=[O:9])[NH2:4]. Product: [C:3]([C:5]1[CH:6]=[C:7]([CH:12]=[CH:13][C:14]=1[CH3:15])[C:8]([O:10][CH3:11])=[O:9])(=[NH:2])[NH2:4]. The catalyst class is: 5. (6) Reactant: ClC(OCC(C)C)=O.O.[C:10]([NH:17][C@H:18]([C:23]([OH:25])=O)[CH2:19][CH:20]([CH3:22])[CH3:21])([O:12][C:13]([CH3:16])([CH3:15])[CH3:14])=[O:11].CN1CCOCC1.[CH3:33][O:34][CH2:35][CH2:36][CH2:37][NH2:38]. Product: [CH3:33][O:34][CH2:35][CH2:36][CH2:37][NH:38][C:23](=[O:25])[C@H:18]([CH2:19][CH:20]([CH3:21])[CH3:22])[NH:17][C:10]([O:12][C:13]([CH3:14])([CH3:15])[CH3:16])=[O:11]. The catalyst class is: 1. (7) Reactant: Cl[C:2]1[N:7]=[N:6][C:5]([C:8]([C:10]2[CH:15]=[CH:14][CH:13]=[CH:12][N:11]=2)=[O:9])=[C:4]([CH3:16])[C:3]=1[CH3:17].[CH3:18][C@@H:19]1[CH2:24][NH:23][CH2:22][CH2:21][NH:20]1.C(N(CC)CC)C. Product: [CH3:16][C:4]1[C:3]([CH3:17])=[C:2]([N:23]2[CH2:22][CH2:21][NH:20][C@H:19]([CH3:18])[CH2:24]2)[N:7]=[N:6][C:5]=1[C:8]([C:10]1[CH:15]=[CH:14][CH:13]=[CH:12][N:11]=1)=[O:9]. The catalyst class is: 37.